This data is from Full USPTO retrosynthesis dataset with 1.9M reactions from patents (1976-2016). The task is: Predict the reactants needed to synthesize the given product. (1) Given the product [F:23][C:18]1[CH:17]=[C:16]([CH:21]=[C:20]([F:22])[CH:19]=1)[CH2:15][O:14][C:11]1[CH:10]=[C:7]2[C:6](=[CH:13][CH:12]=1)[NH:5][N:9]=[C:8]2[NH2:1], predict the reactants needed to synthesize it. The reactants are: [N:1]([O-])=O.[Na+].[NH2:5][C:6]1[CH:13]=[CH:12][C:11]([O:14][CH2:15][C:16]2[CH:21]=[C:20]([F:22])[CH:19]=[C:18]([F:23])[CH:17]=2)=[CH:10][C:7]=1[C:8]#[N:9].[Sn](Cl)Cl. (2) Given the product [F:23][C:20]1([F:24])[CH2:21][CH2:22][N:17]([C:15]([C:13]2[NH:12][C:9]3=[N:10][CH:11]=[C:6]([O:5][CH2:4][CH2:3][CH2:2][N:28]4[CH2:29][CH2:30][CH2:31][C@@H:27]4[CH3:26])[CH:7]=[C:8]3[CH:14]=2)=[O:16])[CH2:18][CH2:19]1, predict the reactants needed to synthesize it. The reactants are: Cl[CH2:2][CH2:3][CH2:4][O:5][C:6]1[CH:7]=[C:8]2[CH:14]=[C:13]([C:15]([N:17]3[CH2:22][CH2:21][C:20]([F:24])([F:23])[CH2:19][CH2:18]3)=[O:16])[NH:12][C:9]2=[N:10][CH:11]=1.Cl.[CH3:26][C@H:27]1[CH2:31][CH2:30][CH2:29][NH:28]1.C(=O)([O-])[O-].[K+].[K+]. (3) Given the product [CH3:1][C:2]1[C:7]([N:8]2[CH:12]=[CH:11][C:10]([C:13]3[CH:14]=[CH:15][C:16]([CH3:21])=[C:17]([CH2:18][NH:19][C:32](=[O:33])[O:34][CH3:35])[CH:20]=3)=[N:9]2)=[CH:6][CH:5]=[C:4]([CH3:22])[N:3]=1, predict the reactants needed to synthesize it. The reactants are: [CH3:1][C:2]1[C:7]([N:8]2[CH:12]=[CH:11][C:10]([C:13]3[CH:14]=[CH:15][C:16]([CH3:21])=[C:17]([CH:20]=3)[C:18]#[N:19])=[N:9]2)=[CH:6][CH:5]=[C:4]([CH3:22])[N:3]=1.[BH4-].[Na+].C(=O)([O-])[O-].[K+].[K+].Cl[C:32]([O:34][CH3:35])=[O:33]. (4) Given the product [CH3:12][CH2:13][C:14]1[CH2:31][N:29]2[CH2:30][C@@H:16]([CH2:17][C@:18]([C:65]([O:67][CH3:68])=[O:66])([C:32]3[CH:33]=[C:34]4[C@@:42]56[C@@H:41]([N:40]([CH3:64])[C:35]4=[CH:36][C:37]=3[O:38][CH3:39])[C@@:52]([OH:57])([C:53]([O:55][CH3:56])=[O:54])[C@H:51]([O:58][C:59]([CH3:61])=[O:60])[C@:47]3([CH2:62][CH3:63])[CH:48]=[CH:49][CH2:50][N:45]([C@H:46]53)[CH2:44][CH2:43]6)[C:19]3[NH+:27]([O-:6])[C:26]4[C:21](=[CH:22][CH:23]=[CH:24][CH:25]=4)[C:20]=3[CH2:28]2)[CH:15]=1, predict the reactants needed to synthesize it. The reactants are: ClC1C=C(C=CC=1)C(OO)=[O:6].[CH3:12][CH2:13][C:14]1[CH2:31][N:29]2[CH2:30][C@H:16]([CH2:17][C@:18]([C:65]([O:67][CH3:68])=[O:66])([C:32]3[CH:33]=[C:34]4[C@:42]56[C@@H:46]7[C@:47]([CH2:62][CH3:63])([C@@H:51]([O:58][C:59]([CH3:61])=[O:60])[C@:52]([OH:57])([C:53]([O:55][CH3:56])=[O:54])[C@@H:41]5[N:40]([CH3:64])[C:35]4=[CH:36][C:37]=3[O:38][CH3:39])[CH:48]=[CH:49][CH2:50][N:45]7[CH2:44][CH2:43]6)[C:19]3[NH:27][C:26]4[CH:25]=[CH:24][CH:23]=[CH:22][C:21]=4[C:20]=3[CH2:28]2)[CH:15]=1.C(=O)([O-])[O-].[Na+].[Na+]. (5) Given the product [Br:1][C:2]1[CH:6]=[C:5]([C:7]2[O:9][C:20](=[O:21])[C:19]3[CH:23]=[C:24]([C:28]#[N:29])[CH:25]=[C:26]([CH3:27])[C:18]=3[N:17]=2)[N:4]([C:10]2[CH:15]=[CH:14][CH:13]=[CH:12][C:11]=2[Cl:16])[N:3]=1, predict the reactants needed to synthesize it. The reactants are: [Br:1][C:2]1[CH:6]=[C:5]([C:7]([OH:9])=O)[N:4]([C:10]2[CH:15]=[CH:14][CH:13]=[CH:12][C:11]=2[Cl:16])[N:3]=1.[NH2:17][C:18]1[C:26]([CH3:27])=[CH:25][C:24]([C:28]#[N:29])=[CH:23][C:19]=1[C:20](O)=[O:21].N1C=CC=C(C)C=1.CS(Cl)(=O)=O.